Dataset: Full USPTO retrosynthesis dataset with 1.9M reactions from patents (1976-2016). Task: Predict the reactants needed to synthesize the given product. (1) Given the product [CH3:4][CH2:3][CH2:2][CH2:15][C:14]([O:19][C@@H:18]1[C@@:2]2([CH3:1])[CH2:3][CH2:4][C@@H:5]3[C:6]4[CH:7]=[CH:8][C:9]([O:20][C:25]([CH2:24][CH2:23][CH2:22][CH3:21])=[O:26])=[CH:10][C:11]=4[CH2:12][CH2:13][C@H:14]3[C@@H:15]2[CH2:16][CH2:17]1)=[O:34], predict the reactants needed to synthesize it. The reactants are: [CH3:1][C@@:2]12[C@@H:18]([OH:19])[CH2:17][CH2:16][C@H:15]1[C@H:14]1[C@@H:5]([C:6]3[CH:7]=[CH:8][C:9]([OH:20])=[CH:10][C:11]=3[CH2:12][CH2:13]1)[CH2:4][CH2:3]2.[CH3:21][CH2:22][CH2:23][CH2:24][C:25](O[C:25]([CH2:24][CH2:23][CH2:22][CH3:21])=[O:26])=[O:26].[OH2:34].Cl.O. (2) Given the product [C:12]1([CH2:18][C:19]([NH:1][CH2:2][CH2:3][NH:4][C:5](=[O:11])[O:6][C:7]([CH3:8])([CH3:10])[CH3:9])=[O:20])[CH:17]=[CH:16][CH:15]=[CH:14][CH:13]=1, predict the reactants needed to synthesize it. The reactants are: [NH2:1][CH2:2][CH2:3][NH:4][C:5](=[O:11])[O:6][C:7]([CH3:10])([CH3:9])[CH3:8].[C:12]1([CH2:18][C:19](Cl)=[O:20])[CH:17]=[CH:16][CH:15]=[CH:14][CH:13]=1. (3) Given the product [CH2:42]([O:41][C:39](=[O:40])[CH2:38][N:16]1[C:17]2[C:22](=[CH:21][CH:20]=[CH:19][CH:18]=2)[N:13]([C:11]([C:10]2[C:5]([O:4][C:3]3[CH:23]=[C:24]([Cl:27])[CH:25]=[CH:26][C:2]=3[Cl:1])=[N:6][CH:7]=[CH:8][CH:9]=2)=[O:12])[CH2:14][CH2:15]1)[CH3:43], predict the reactants needed to synthesize it. The reactants are: [Cl:1][C:2]1[CH:26]=[CH:25][C:24]([Cl:27])=[CH:23][C:3]=1[O:4][C:5]1[C:10]([C:11]([N:13]2[C:22]3[C:17](=[CH:18][CH:19]=[CH:20][CH:21]=3)[NH:16][CH2:15][CH2:14]2)=[O:12])=[CH:9][CH:8]=[CH:7][N:6]=1.C(N(C(C)C)C(C)C)C.Br[CH2:38][C:39]([O:41][CH2:42][CH3:43])=[O:40]. (4) The reactants are: [CH:1]1([N:7]2[C:10](=[O:11])[C:9]([CH3:13])([CH3:12])[NH:8]2)[CH2:6][CH2:5][CH2:4][CH2:3][CH2:2]1.[Cl:14][C:15]1[CH:22]=[CH:21][C:20]([F:23])=[CH:19][C:16]=1[CH2:17]Br. Given the product [Cl:14][C:15]1[CH:22]=[CH:21][C:20]([F:23])=[CH:19][C:16]=1[CH2:17][N:8]1[C:9]([CH3:13])([CH3:12])[C:10](=[O:11])[N:7]1[CH:1]1[CH2:2][CH2:3][CH2:4][CH2:5][CH2:6]1, predict the reactants needed to synthesize it. (5) Given the product [CH:52]1[C:51]2[C:56](=[CH:57][C:58]3[C:63]([CH:50]=2)=[CH:62][CH:61]=[CH:60][CH:59]=3)[CH:55]=[CH:54][CH:53]=1, predict the reactants needed to synthesize it. The reactants are: C([Si](C=C)(C)O[Si](C)(C)C)=C.C([Si](C=C)(OCC)O[Si](OCC)(OCC)OCC)=C.C[SiH](C)O[Si](O[SiH](C)C)(O[SiH](C)C)O[SiH](C)C.C([C:50]1[C:51]2[C:56]([CH:57]=[C:58]3[C:63]=1[CH:62]=[CH:61][CH:60]=[CH:59]3)=[CH:55][CH:54]=[CH:53][CH:52]=2)=C. (6) Given the product [Si:20]([CH:11]([OH:12])[CH2:10][CH:9]([OH:13])[CH2:8][CH:7]([C:1](=[O:6])[C:2]([CH3:5])([CH3:4])[CH3:3])[OH:14])([C:33]([CH3:36])([CH3:35])[CH3:34])([C:27]1[CH:28]=[CH:29][CH:30]=[CH:31][CH:32]=1)[C:21]1[CH:26]=[CH:25][CH:24]=[CH:23][CH:22]=1, predict the reactants needed to synthesize it. The reactants are: [C:1]([CH:7]([OH:14])[CH2:8][CH:9]([OH:13])[CH2:10][CH2:11][OH:12])(=[O:6])[C:2]([CH3:5])([CH3:4])[CH3:3].N1C=CN=C1.[Si:20](Cl)([C:33]([CH3:36])([CH3:35])[CH3:34])([C:27]1[CH:32]=[CH:31][CH:30]=[CH:29][CH:28]=1)[C:21]1[CH:26]=[CH:25][CH:24]=[CH:23][CH:22]=1.